From a dataset of Full USPTO retrosynthesis dataset with 1.9M reactions from patents (1976-2016). Predict the reactants needed to synthesize the given product. (1) Given the product [F:1][CH:2]([F:5])[CH2:3][O:4][C:9]1[N:17]=[CH:16][CH:15]=[CH:14][C:10]=1[C:11]([OH:13])=[O:12], predict the reactants needed to synthesize it. The reactants are: [F:1][CH:2]([F:5])[CH2:3][OH:4].[H-].[Na+].F[C:9]1[N:17]=[CH:16][CH:15]=[CH:14][C:10]=1[C:11]([OH:13])=[O:12].Cl. (2) Given the product [CH3:16][C:4]1[C:5]([C:8]2[S:12][C:11]([C:13]([N:19]3[CH2:24][CH2:23][C@@H:22]([OH:25])[C@@H:21]([OH:26])[CH2:20]3)=[O:15])=[CH:10][CH:9]=2)=[N:6][O:7][C:3]=1[C:2]([F:1])([F:18])[F:17], predict the reactants needed to synthesize it. The reactants are: [F:1][C:2]([F:18])([F:17])[C:3]1[O:7][N:6]=[C:5]([C:8]2[S:12][C:11]([C:13]([OH:15])=O)=[CH:10][CH:9]=2)[C:4]=1[CH3:16].[NH:19]1[CH2:24][CH2:23][C@@H:22]([OH:25])[C@@H:21]([OH:26])[CH2:20]1.CNC([C@@H]1CCCNC1)=O. (3) Given the product [Br:24][C:22]1[C:21]([O:25][CH2:26][O:27][CH3:28])=[CH:20][C:19]([O:29][CH2:30][O:31][CH3:32])=[C:18]([C:17]2[N:13]([C:10]3[CH:11]=[CH:12][C:7]([N:1]4[CH2:6][CH2:5][O:4][CH2:3][CH2:2]4)=[CH:8][CH:9]=3)[C:14](=[S:34])[NH:15][N:16]=2)[CH:23]=1, predict the reactants needed to synthesize it. The reactants are: [N:1]1([C:7]2[CH:12]=[CH:11][C:10]([NH:13][C:14](=[S:34])[NH:15][NH:16][C:17](=O)[C:18]3[CH:23]=[C:22]([Br:24])[C:21]([O:25][CH2:26][O:27][CH3:28])=[CH:20][C:19]=3[O:29][CH2:30][O:31][CH3:32])=[CH:9][CH:8]=2)[CH2:6][CH2:5][O:4][CH2:3][CH2:2]1.[OH-].[Na+]. (4) Given the product [C:1]([C:3]1[CH:8]=[CH:7][C:6]([NH:9][C:10]([CH:12]2[NH:16][CH:15]([CH2:17][C:18]([CH3:21])([CH3:20])[CH3:19])[C:14]3([C:29]4[C:24](=[CH:25][C:26]([Cl:30])=[CH:27][CH:28]=4)[NH:23][C:22]3=[O:31])[CH:13]2[C:32]2[CH:37]=[CH:36][CH:35]=[C:34]([Cl:38])[C:33]=2[F:39])=[O:11])=[C:5]([O:40][C:41]([F:42])([F:43])[F:44])[CH:4]=1)(=[O:45])[NH2:2], predict the reactants needed to synthesize it. The reactants are: [C:1]([C:3]1[CH:8]=[CH:7][C:6]([NH:9][C:10]([CH:12]2[NH:16][CH:15]([CH2:17][C:18]([CH3:21])([CH3:20])[CH3:19])[C:14]3([C:29]4[C:24](=[CH:25][C:26]([Cl:30])=[CH:27][CH:28]=4)[NH:23][C:22]3=[O:31])[CH:13]2[C:32]2[CH:37]=[CH:36][CH:35]=[C:34]([Cl:38])[C:33]=2[F:39])=[O:11])=[C:5]([O:40][C:41]([F:44])([F:43])[F:42])[CH:4]=1)#[N:2].[OH:45]O.[OH-].[Na+]. (5) Given the product [CH3:31][O:26][C:25](=[O:27])[CH2:24][CH2:23][C@H:21]([C@@H:20]1[C@:13]2([CH3:28])[C@H:14]([C@H:15]3[C@H:10]([CH2:11][CH2:12]2)[C@:9]2([CH3:29])[C@@H:4]([CH2:5][C@H:6]([OH:30])[CH2:7][CH2:8]2)/[C:3](=[CH:2]/[CH3:1])/[C:16]3=[O:17])[CH2:18][CH2:19]1)[CH3:22], predict the reactants needed to synthesize it. The reactants are: [CH3:1][CH2:2][C@H:3]1[C@@H:16]([OH:17])[C@@H:15]2[C@H:10]([CH2:11][CH2:12][C@:13]3([CH3:28])[C@@H:20]([C@@H:21]([CH2:23][CH2:24][C:25]([OH:27])=[O:26])[CH3:22])[CH2:19][CH2:18][C@H:14]32)[C@:9]2([CH3:29])[C@H:4]1[CH2:5][C@H:6]([OH:30])[CH2:7][CH2:8]2.[CH3:31]C=O. (6) Given the product [F:26][C:27]1[N:32]2[CH:33]=[C:34]([CH:36]([NH:37][C:38]3[CH:43]=[CH:42][CH:41]=[C:40]([O:44][CH3:45])[CH:39]=3)[C:8]([C:10]3[C:18]4[C:13](=[CH:14][CH:15]=[CH:16][CH:17]=4)[NH:12][CH:11]=3)=[O:9])[N:35]=[C:31]2[CH:30]=[CH:29][CH:28]=1, predict the reactants needed to synthesize it. The reactants are: C(N(CC)CC)C.[CH:8]([C:10]1[C:18]2[C:13](=[CH:14][CH:15]=[CH:16][CH:17]=2)[N:12](C(OC(C)(C)C)=O)[CH:11]=1)=[O:9].[F:26][C:27]1[N:32]2[CH:33]=[C:34]([CH:36]=[N:37][C:38]3[CH:43]=[CH:42][CH:41]=[C:40]([O:44][CH3:45])[CH:39]=3)[N:35]=[C:31]2[CH:30]=[CH:29][CH:28]=1. (7) The reactants are: [ClH:1].C(OC([N:7]1[CH:12]2[CH2:13][CH2:14][CH2:15][CH:8]1[CH2:9][CH:10]([CH2:16][C:17]([OH:19])=[O:18])[CH2:11]2)=O)C. Given the product [ClH:1].[CH:8]12[NH:7][CH:12]([CH2:13][CH2:14][CH2:15]1)[CH2:11][CH:10]([CH2:16][C:17]([OH:19])=[O:18])[CH2:9]2, predict the reactants needed to synthesize it.